Task: Predict the product of the given reaction.. Dataset: Forward reaction prediction with 1.9M reactions from USPTO patents (1976-2016) (1) Given the reactants [I:1][C:2]1[CH:3]=[C:4]([NH2:9])[CH:5]=[CH:6][C:7]=1[CH3:8].[N:10]([O-])=O.[Na+].O.O.[Sn](Cl)Cl.[OH-].[Na+], predict the reaction product. The product is: [I:1][C:2]1[CH:3]=[C:4]([NH:9][NH2:10])[CH:5]=[CH:6][C:7]=1[CH3:8]. (2) Given the reactants [CH3:1][O:2][C:3](=[O:17])[C@@H:4]([NH2:16])[CH:5]([CH2:11][C:12]([F:15])([F:14])[F:13])[CH2:6][C:7]([F:10])([F:9])[F:8].N1C=CC=CC=1.[Cl:24][C:25]1[CH:30]=[CH:29][C:28]([S:31](Cl)(=[O:33])=[O:32])=[CH:27][CH:26]=1.Cl, predict the reaction product. The product is: [CH3:1][O:2][C:3](=[O:17])[C@@H:4]([NH:16][S:31]([C:28]1[CH:29]=[CH:30][C:25]([Cl:24])=[CH:26][CH:27]=1)(=[O:33])=[O:32])[CH:5]([CH2:6][C:7]([F:9])([F:10])[F:8])[CH2:11][C:12]([F:15])([F:14])[F:13].